From a dataset of Forward reaction prediction with 1.9M reactions from USPTO patents (1976-2016). Predict the product of the given reaction. (1) Given the reactants [C:1]([OH:12])(=O)/[CH:2]=[CH:3]/[CH2:4][CH2:5][CH2:6][CH2:7][CH2:8][CH2:9][CH3:10].[CH2:13]([N:15]([CH2:22][CH3:23])[CH:16]1[CH2:21][CH2:20][NH:19][CH2:18][CH2:17]1)[CH3:14], predict the reaction product. The product is: [C:1]([N:19]1[CH2:20][CH2:21][CH:16]([N:15]([CH2:22][CH3:23])[CH2:13][CH3:14])[CH2:17][CH2:18]1)(=[O:12])/[CH:2]=[CH:3]/[CH2:4][CH2:5][CH2:6][CH2:7][CH2:8][CH2:9][CH3:10]. (2) Given the reactants [CH3:1][O:2][C:3]1[CH:43]=[CH:42][C:6]([CH2:7][N:8]([CH2:33][C:34]2[CH:39]=[CH:38][C:37]([O:40][CH3:41])=[CH:36][CH:35]=2)[C:9]2[N:14]=[CH:13][C:12]([C:15]3[C:16]4[CH2:29][CH2:28][N:27](C(=O)C)[C:17]=4[N:18]=[C:19]([N:21]4[CH2:26][CH2:25][O:24][CH2:23][CH2:22]4)[N:20]=3)=[CH:11][N:10]=2)=[CH:5][CH:4]=1.Cl, predict the reaction product. The product is: [CH3:41][O:40][C:37]1[CH:36]=[CH:35][C:34]([CH2:33][N:8]([CH2:7][C:6]2[CH:5]=[CH:4][C:3]([O:2][CH3:1])=[CH:43][CH:42]=2)[C:9]2[N:10]=[CH:11][C:12]([C:15]3[C:16]4[CH2:29][CH2:28][NH:27][C:17]=4[N:18]=[C:19]([N:21]4[CH2:26][CH2:25][O:24][CH2:23][CH2:22]4)[N:20]=3)=[CH:13][N:14]=2)=[CH:39][CH:38]=1. (3) Given the reactants [CH3:1][O:2][C:3]([C@H:5]1[CH2:9][C@H:8]([S:10]([C:13]2[CH:18]=[CH:17][C:16](Br)=[CH:15][C:14]=2[C:20]([F:23])([F:22])[F:21])(=[O:12])=[O:11])[CH2:7][C@@H:6]1[O:24][CH3:25])=[O:4].[N-:26]=[N+:27]=[N-:28].[Na+].O, predict the reaction product. The product is: [CH3:1][O:2][C:3]([C@H:5]1[CH2:9][C@H:8]([S:10]([C:13]2[CH:18]=[CH:17][C:16]([N:26]=[N+:27]=[N-:28])=[CH:15][C:14]=2[C:20]([F:23])([F:22])[F:21])(=[O:12])=[O:11])[CH2:7][C@@H:6]1[O:24][CH3:25])=[O:4]. (4) Given the reactants Br[C:2]1[CH:7]=[CH:6][C:5]([C:8]([N:10]2[CH2:15][CH2:14][N:13]([C:16]3[C:21]([Cl:22])=[CH:20][C:19]([Cl:23])=[CH:18][N:17]=3)[CH2:12][CH2:11]2)=[O:9])=[C:4]([S:24]([CH3:27])(=[O:26])=[O:25])[CH:3]=1.[O:28]1[CH2:32][CH2:31][NH:30][C:29]1=[O:33], predict the reaction product. The product is: [Cl:22][C:21]1[C:16]([N:13]2[CH2:14][CH2:15][N:10]([C:8]([C:5]3[CH:6]=[CH:7][C:2]([N:30]4[CH2:31][CH2:32][O:28][C:29]4=[O:33])=[CH:3][C:4]=3[S:24]([CH3:27])(=[O:26])=[O:25])=[O:9])[CH2:11][CH2:12]2)=[N:17][CH:18]=[C:19]([Cl:23])[CH:20]=1. (5) Given the reactants [NH:1]1[C:9]2[C:4](=[CH:5][CH:6]=[CH:7][N:8]=2)[CH:3]=[CH:2]1.[C:10]([O:14][C:15]([N:17]1[CH2:22][CH2:21][C:20](=O)[CH2:19][CH2:18]1)=[O:16])([CH3:13])([CH3:12])[CH3:11].[OH-].[K+], predict the reaction product. The product is: [C:10]([O:14][C:15]([N:17]1[CH2:18][CH:19]=[C:20]([C:3]2[C:4]3[C:9](=[N:8][CH:7]=[CH:6][CH:5]=3)[NH:1][CH:2]=2)[CH2:21][CH2:22]1)=[O:16])([CH3:13])([CH3:11])[CH3:12]. (6) The product is: [Cl:1][C:2]1[CH:7]=[C:6]([C:14]2[CH:15]=[CH:16][CH:17]=[CH:18][C:13]=2[Cl:12])[CH:5]=[C:4]([Cl:9])[N:3]=1. Given the reactants [Cl:1][C:2]1[CH:7]=[C:6](I)[CH:5]=[C:4]([Cl:9])[N:3]=1.N#N.[Cl:12][C:13]1[CH:18]=[CH:17][CH:16]=[CH:15][C:14]=1B(O)O.C(=O)([O-])[O-].[Na+].[Na+], predict the reaction product.